Predict which catalyst facilitates the given reaction. From a dataset of Catalyst prediction with 721,799 reactions and 888 catalyst types from USPTO. (1) Reactant: [N+:1]([C:4]1[CH:5]=[C:6]([C:10]2[O:11][CH:12]=[CH:13][C:14]=2[C:15]([OH:17])=[O:16])[CH:7]=[CH:8][CH:9]=1)([O-:3])=[O:2].[CH3:18]O. Product: [CH3:18][O:16][C:15]([C:14]1[CH:13]=[CH:12][O:11][C:10]=1[C:6]1[CH:7]=[CH:8][CH:9]=[C:4]([N+:1]([O-:3])=[O:2])[CH:5]=1)=[O:17]. The catalyst class is: 65. (2) Reactant: C(O[C:4]([C:6]1[C:7]([NH:22][C:23]2[CH:28]=[CH:27][CH:26]=[CH:25][C:24]=2[S:29]([CH3:32])(=[O:31])=[O:30])=[N:8][C:9]([NH:12][C:13]2[CH:18]=[C:17]([O:19][CH3:20])[CH:16]=[CH:15][C:14]=2[F:21])=[N:10][CH:11]=1)=[O:5])C.[NH3:33]. Product: [F:21][C:14]1[CH:15]=[CH:16][C:17]([O:19][CH3:20])=[CH:18][C:13]=1[NH:12][C:9]1[N:8]=[C:7]([NH:22][C:23]2[CH:28]=[CH:27][CH:26]=[CH:25][C:24]=2[S:29]([CH3:32])(=[O:30])=[O:31])[C:6]([C:4]([NH2:33])=[O:5])=[CH:11][N:10]=1. The catalyst class is: 5. (3) Reactant: [C:1]([OH:12])(=[O:11])[C:2]1[CH:10]=[CH:9][C:7]([OH:8])=[C:4]([O:5][CH3:6])[CH:3]=1.C(=O)([O-])[O-].[Cs+].[Cs+].Br[CH2:20][CH2:21][CH2:22][CH2:23][O:24][N+:25]([O-:27])=[O:26]. Product: [OH:8][C:7]1[CH:9]=[CH:10][C:2]([C:1]([O:12][CH2:20][CH2:21][CH2:22][CH2:23][O:24][N+:25]([O-:27])=[O:26])=[O:11])=[CH:3][C:4]=1[O:5][CH3:6]. The catalyst class is: 204. (4) Reactant: [C:1]1([CH3:20])[CH:6]=[CH:5][C:4]([S:7][C:8]2[CH:13]=[C:12]([C:14]([OH:16])=[O:15])[CH:11]=[CH:10][C:9]=2[C:17]([OH:19])=O)=[CH:3][CH:2]=1.ClS(O)(=O)=O. Product: [CH3:20][C:1]1[CH:2]=[C:3]2[C:4]([S:7][C:8]3[CH:13]=[C:12]([C:14]([OH:16])=[O:15])[CH:11]=[CH:10][C:9]=3[C:17]2=[O:19])=[CH:5][CH:6]=1. The catalyst class is: 6. (5) Reactant: [C:1]([O:5][C:6]([N:8]1[C:16]2[C:11](=[CH:12][CH:13]=[C:14]([O:17][CH3:18])[CH:15]=2)[C:10]([C:19]#[N:20])=[C:9]1[C:21](O)=[O:22])=[O:7])([CH3:4])([CH3:3])[CH3:2].C1C=CC2N(O)N=NC=2C=1.C1CCC(N=C=NC2CCCCC2)CC1.[CH3:49][O:50][C:51](=[O:62])[C:52]1[CH:57]=[CH:56][CH:55]=[C:54]([C:58](=[NH:61])[NH:59]O)[CH:53]=1. Product: [C:1]([O:5][C:6]([N:8]1[C:16]2[C:11](=[CH:12][CH:13]=[C:14]([O:17][CH3:18])[CH:15]=2)[C:10]([C:19]#[N:20])=[C:9]1[C:21]1[O:22][N:61]=[C:58]([C:54]2[CH:55]=[CH:56][CH:57]=[C:52]([C:51]([O:50][CH3:49])=[O:62])[CH:53]=2)[N:59]=1)=[O:7])([CH3:3])([CH3:4])[CH3:2]. The catalyst class is: 825. (6) Reactant: [NH2:1][C:2]1[C:7]([F:8])=[CH:6][N:5]=[C:4]([OH:9])[N:3]=1.[C:10]1([N:16]=[C:17]=[O:18])[CH:15]=[CH:14][CH:13]=[CH:12][CH:11]=1. Product: [F:8][C:7]1[C:2]([NH:1][C:17]([NH:16][C:10]2[CH:15]=[CH:14][CH:13]=[CH:12][CH:11]=2)=[O:18])=[N:3][C:4]([OH:9])=[N:5][CH:6]=1. The catalyst class is: 3. (7) Reactant: [C:1]([S:5][C:6]1[C:14]2[C:9](=[CH:10][CH:11]=[C:12]([O:15][CH2:16][C:17]3[CH:22]=[CH:21][C:20]([CH3:23])=[CH:19][N:18]=3)[CH:13]=2)[N:8]([CH3:24])[C:7]=1[CH:25]([CH2:29][C:30]1[CH:35]=[CH:34][C:33]([C:36]2[CH:41]=[CH:40][C:39]([C:42]([F:45])([F:44])[F:43])=[CH:38][N:37]=2)=[CH:32][CH:31]=1)[C:26]([OH:28])=O)([CH3:4])([CH3:3])[CH3:2].C[N:47](C=O)C.C(Cl)(=O)C(Cl)=O. Product: [C:1]([S:5][C:6]1[C:14]2[C:9](=[CH:10][CH:11]=[C:12]([O:15][CH2:16][C:17]3[CH:22]=[CH:21][C:20]([CH3:23])=[CH:19][N:18]=3)[CH:13]=2)[N:8]([CH3:24])[C:7]=1[CH:25]([CH2:29][C:30]1[CH:31]=[CH:32][C:33]([C:36]2[CH:41]=[CH:40][C:39]([C:42]([F:44])([F:43])[F:45])=[CH:38][N:37]=2)=[CH:34][CH:35]=1)[C:26]([NH2:47])=[O:28])([CH3:3])([CH3:2])[CH3:4]. The catalyst class is: 2.